This data is from Full USPTO retrosynthesis dataset with 1.9M reactions from patents (1976-2016). The task is: Predict the reactants needed to synthesize the given product. (1) Given the product [NH2:1][C:2]1[CH:7]=[CH:6][C:5]([CH:8]2[CH2:9][CH2:10][N:11]([C:14]([O:16][C:17]([CH3:18])([CH3:19])[CH3:20])=[O:15])[CH2:12][CH2:13]2)=[CH:4][C:3]=1[O:21][CH3:22], predict the reactants needed to synthesize it. The reactants are: [NH2:1][C:2]1[CH:7]=[CH:6][C:5]([C:8]2[CH2:13][CH2:12][N:11]([C:14]([O:16][C:17]([CH3:20])([CH3:19])[CH3:18])=[O:15])[CH2:10][CH:9]=2)=[CH:4][C:3]=1[O:21][CH3:22]. (2) Given the product [C:1]([C:3]1([C:6]2[CH:7]=[C:8]([CH:12]=[CH:13][CH:14]=2)[C:9]([Cl:18])=[O:10])[CH2:5][CH2:4]1)#[N:2], predict the reactants needed to synthesize it. The reactants are: [C:1]([C:3]1([C:6]2[CH:7]=[C:8]([CH:12]=[CH:13][CH:14]=2)[C:9](O)=[O:10])[CH2:5][CH2:4]1)#[N:2].C(Cl)(=O)C([Cl:18])=O.CN(C)C=O. (3) Given the product [NH2:9][C:4]1[CH:5]=[C:6]([CH3:8])[CH:7]=[C:2]([CH3:1])[C:3]=1[S:12]([NH:15][CH:16]([CH2:21][C:22]1[C:30]2[C:25](=[CH:26][CH:27]=[CH:28][CH:29]=2)[NH:24][CH:23]=1)[C:17]([F:20])([F:18])[F:19])(=[O:14])=[O:13], predict the reactants needed to synthesize it. The reactants are: [CH3:1][C:2]1[CH:7]=[C:6]([CH3:8])[CH:5]=[C:4]([N+:9]([O-])=O)[C:3]=1[S:12]([NH:15][CH:16]([CH2:21][C:22]1[C:30]2[C:25](=[CH:26][CH:27]=[CH:28][CH:29]=2)[NH:24][CH:23]=1)[C:17]([F:20])([F:19])[F:18])(=[O:14])=[O:13].Cl.C(=O)(O)[O-].[Na+]. (4) The reactants are: [C:1]1([CH3:7])[CH:6]=[CH:5]C=CC=1.[C:8]([OH:13])(=[O:12])[C:9]([CH3:11])=[O:10].C(O)CCC. Given the product [C:8]([O:13][CH2:5][CH2:6][CH2:1][CH3:7])(=[O:12])[C:9]([CH3:11])=[O:10], predict the reactants needed to synthesize it. (5) Given the product [Cl:1][C:2]1[CH:3]=[C:4]([C:9]2[N:10]=[C:11]([C:22]([OH:24])=[O:23])[S:12][C:13]=2[C:14]2[CH:19]=[CH:18][CH:17]=[C:16]([Cl:21])[CH:15]=2)[CH:5]=[CH:6][C:7]=1[F:8], predict the reactants needed to synthesize it. The reactants are: [Cl:1][C:2]1[CH:3]=[C:4]([C:9]2[N:10]=[C:11]([C:22]([OH:24])=[O:23])[S:12][C:13]=2[C:14]2[CH:19]=[C:18](F)[CH:17]=[C:16]([Cl:21])[CH:15]=2)[CH:5]=[CH:6][C:7]=1[F:8].BrC1SC(C(OCC)=O)=NC=1C1C=CC(F)=C(Cl)C=1.